From a dataset of HIV replication inhibition screening data with 41,000+ compounds from the AIDS Antiviral Screen. Binary Classification. Given a drug SMILES string, predict its activity (active/inactive) in a high-throughput screening assay against a specified biological target. (1) The molecule is Oc1nc2ccc(C(F)(F)F)cc2nc1-c1ccccc1. The result is 0 (inactive). (2) The drug is O=C(C=Cc1ccccc1Cl)c1ccc(Cl)c(Cl)c1. The result is 0 (inactive). (3) The molecule is C=CCCCCCCCCC(=O)ON(Cc1ccc(O)c(OC)c1)C(=O)C(F)(F)F. The result is 0 (inactive). (4) The drug is COc1ccc(C2CC(=O)NCCCCNCCCN2)cc1. The result is 0 (inactive). (5) The molecule is CC(C)(C)OC(=O)N1CCCCC(CCCC#Cc2ccccc2)C1=O. The result is 0 (inactive). (6) The compound is N#CC(=Cc1cccnc1)C(=O)c1ccccc1. The result is 0 (inactive). (7) The compound is COc1ccc(N2N=NN(C(C)C)C2=C(Cl)c2nnnn2-c2ccc(OC)cc2)cc1. The result is 0 (inactive).